Task: Regression/Classification. Given a drug SMILES string, predict its absorption, distribution, metabolism, or excretion properties. Task type varies by dataset: regression for continuous measurements (e.g., permeability, clearance, half-life) or binary classification for categorical outcomes (e.g., BBB penetration, CYP inhibition). Dataset: cyp2c19_veith.. Dataset: CYP2C19 inhibition data for predicting drug metabolism from PubChem BioAssay (1) The drug is Cc1c(C)c2c(c(C)c1O)CC[C@@](C)(C(=O)O)O2. The result is 0 (non-inhibitor). (2) The molecule is C[C@](N)(Cc1ccc(O)c(O)c1)C(=O)O. The result is 0 (non-inhibitor).